Dataset: Full USPTO retrosynthesis dataset with 1.9M reactions from patents (1976-2016). Task: Predict the reactants needed to synthesize the given product. (1) Given the product [Cl-:31].[C:26]([C:22]1[CH:21]=[C:20]([C:17]2[CH:18]=[CH:19][C:14]([CH2:13][NH2+:7][CH2:8][CH2:9][CH:10]([CH3:11])[CH3:12])=[CH:15][C:16]=2[F:29])[CH:25]=[CH:24][CH:23]=1)(=[O:28])[NH2:27], predict the reactants needed to synthesize it. The reactants are: C(OC(=O)[N:7]([CH2:13][C:14]1[CH:19]=[CH:18][C:17]([C:20]2[CH:25]=[CH:24][CH:23]=[C:22]([C:26](=[O:28])[NH2:27])[CH:21]=2)=[C:16]([F:29])[CH:15]=1)[CH2:8][CH2:9][CH:10]([CH3:12])[CH3:11])(C)(C)C.[ClH:31]. (2) Given the product [O:18]=[C:13]1[NH:12][CH2:17][CH2:16][N:15]([CH2:19][C:11]2[CH:3]=[CH:4][C:5]([C:6]([OH:8])=[O:7])=[CH:9][CH:10]=2)[CH2:14]1, predict the reactants needed to synthesize it. The reactants are: BrC[C:3]1[CH:4]=[C:5]([CH:9]=[CH:10][CH:11]=1)[C:6]([OH:8])=[O:7].[NH:12]1[CH2:17][CH2:16][NH:15][CH2:14][C:13]1=[O:18].[C:19](=O)([O-])[O-].[K+].[K+].Cl. (3) Given the product [CH2:33]([CH:34]([CH2:2][CH2:3][CH2:5][CH2:7][CH2:9][CH3:11])[CH2:35][CH3:36])[CH3:32], predict the reactants needed to synthesize it. The reactants are: O=[CH:2][C@@H:3]([C@H:5]([C@@H:7]([C@@H:9]([CH2:11]O)O)O)O)O.OS(C(F)(F)F)(=O)=O.O.O.O.O.O.O.O.[Cl-].[Ce+3].[Cl-].[Cl-].[CH3:32][C:33](=O)[CH2:34][C:35](=O)[CH3:36]. (4) Given the product [CH2:11]([N:16]([CH2:15][C:14]1[CH:13]=[CH:49][C:48]([Cl:47])=[C:60]([Cl:61])[CH:59]=1)[C:2]1[N:7]=[C:6]([C:25]2[CH:34]=[CH:33][C:28]([C:29]([NH:113][S:110]([C:103]3[CH:102]=[CH:101][C:100]4[C:105](=[C:106]([Cl:109])[CH:107]=[CH:108][CH:99]=4)[CH:104]=3)(=[O:112])=[O:111])=[O:30])=[CH:27][C:26]=2[C:35]([N:37]2[CH2:46][CH2:45][C:44]3[C:39](=[CH:40][CH:41]=[CH:42][CH:43]=3)[CH2:38]2)=[O:36])[C:5]([Cl:9])=[CH:4][N:3]=1)[CH2:62][CH2:63][CH3:64], predict the reactants needed to synthesize it. The reactants are: Cl[C:2]1[N:7]=[C:6](Cl)[C:5]([Cl:9])=[CH:4][N:3]=1.Cl[C:11]1[N:16]=[C:15](Cl)[CH:14]=[CH:13]N=1.ClC1N=C([C:25]2[CH:34]=[CH:33][C:28]([C:29](OC)=[O:30])=[CH:27][C:26]=2[C:35]([N:37]2[CH2:46][CH2:45][C:44]3[C:39](=[CH:40][CH:41]=[CH:42][CH:43]=3)[CH2:38]2)=[O:36])C=CN=1.[Cl:47][C:48]1[CH:49]=C(C=[CH:59][C:60]=1[Cl:61])CCNCCCC.[CH2:62](N(CCCC)C1N=C(C2C=CC(C(O)=O)=CC=2C(N2CCC3C(=CC=CC=3)C2)=O)C=CN=1)[CH2:63][CH2:64]C.Cl[C:99]1[CH:108]=[CH:107][C:106]([Cl:109])=[C:105]2[C:100]=1[CH:101]=[CH:102][C:103]([S:110]([NH2:113])(=[O:112])=[O:111])=[CH:104]2.C1C2C(=CC=CC=2)C=CC=1S(N)(=O)=O. (5) Given the product [CH2:23]([O:22][C:19]1[CH:20]=[CH:21][C:16]([S:13]([N:6]2[CH2:7][C:8]3([CH3:11])[CH2:9][CH2:10][CH:5]2[C:3](=[O:2])[O:12]3)(=[O:14])=[O:15])=[CH:17][CH:18]=1)[C:24]1[CH:25]=[CH:26][CH:27]=[CH:28][CH:29]=1, predict the reactants needed to synthesize it. The reactants are: C[O:2][C:3]([CH:5]1[CH2:10][CH2:9][C:8]([OH:12])([CH3:11])[CH2:7][N:6]1[S:13]([C:16]1[CH:21]=[CH:20][C:19]([O:22][CH2:23][C:24]2[CH:29]=[CH:28][CH:27]=[CH:26][CH:25]=2)=[CH:18][CH:17]=1)(=[O:15])=[O:14])=O.C1(C)C=CC(S(O)(=O)=O)=CC=1.C1(C)C=CC=CC=1.